From a dataset of Full USPTO retrosynthesis dataset with 1.9M reactions from patents (1976-2016). Predict the reactants needed to synthesize the given product. (1) Given the product [ClH:1].[C:20]([C:22]1[CH:23]=[C:24]([CH:26]=[CH:27][C:28]=1[O:29][CH2:30][C:31]1[N:32]=[CH:33][S:34][CH:35]=1)[NH:25][C:2]1[C:11]2[C:6](=[CH:7][CH:8]=[CH:9][C:10]=2[O:12][CH:13]2[CH2:18][CH2:17][N:16]([CH3:19])[CH2:15][CH2:14]2)[N:5]=[CH:4][N:3]=1)#[CH:21], predict the reactants needed to synthesize it. The reactants are: [Cl:1][C:2]1[C:11]2[C:6](=[CH:7][CH:8]=[CH:9][C:10]=2[O:12][CH:13]2[CH2:18][CH2:17][N:16]([CH3:19])[CH2:15][CH2:14]2)[N:5]=[CH:4][N:3]=1.[C:20]([C:22]1[CH:23]=[C:24]([CH:26]=[CH:27][C:28]=1[O:29][CH2:30][C:31]1[N:32]=[CH:33][S:34][CH:35]=1)[NH2:25])#[CH:21]. (2) The reactants are: [NH2:1][C:2]1[S:3][C:4]([CH3:7])=[CH:5][N:6]=1.Br[CH2:9][C:10]([C:12]1[CH:17]=[CH:16][C:15]([Br:18])=[CH:14][CH:13]=1)=O.C([O-])([O-])=O.[K+].[K+]. Given the product [Br:18][C:15]1[CH:16]=[CH:17][C:12]([C:10]2[N:1]=[C:2]3[N:6]([CH:9]=2)[CH:5]=[C:4]([CH3:7])[S:3]3)=[CH:13][CH:14]=1, predict the reactants needed to synthesize it. (3) Given the product [CH:25]1([C:17]2[CH:18]=[C:19]([CH:22]3[CH2:24][CH2:23]3)[CH:20]=[CH:21][C:16]=2[N:13]2[CH2:14][CH2:15][N:10]([C:8]([C:5]3[CH:4]=[CH:3][C:2]([N:30]4[CH2:31][CH2:32][O:28][C:29]4=[O:33])=[N:7][CH:6]=3)=[O:9])[CH2:11][CH2:12]2)[CH2:27][CH2:26]1, predict the reactants needed to synthesize it. The reactants are: Br[C:2]1[N:7]=[CH:6][C:5]([C:8]([N:10]2[CH2:15][CH2:14][N:13]([C:16]3[CH:21]=[CH:20][C:19]([CH:22]4[CH2:24][CH2:23]4)=[CH:18][C:17]=3[CH:25]3[CH2:27][CH2:26]3)[CH2:12][CH2:11]2)=[O:9])=[CH:4][CH:3]=1.[O:28]1[CH2:32][CH2:31][NH:30][C:29]1=[O:33].